From a dataset of NCI-60 drug combinations with 297,098 pairs across 59 cell lines. Regression. Given two drug SMILES strings and cell line genomic features, predict the synergy score measuring deviation from expected non-interaction effect. Drug 1: CC1=C(N=C(N=C1N)C(CC(=O)N)NCC(C(=O)N)N)C(=O)NC(C(C2=CN=CN2)OC3C(C(C(C(O3)CO)O)O)OC4C(C(C(C(O4)CO)O)OC(=O)N)O)C(=O)NC(C)C(C(C)C(=O)NC(C(C)O)C(=O)NCCC5=NC(=CS5)C6=NC(=CS6)C(=O)NCCC[S+](C)C)O. Drug 2: C1C(C(OC1N2C=NC3=C2NC=NCC3O)CO)O. Cell line: HOP-62. Synergy scores: CSS=55.8, Synergy_ZIP=0.0897, Synergy_Bliss=0.0692, Synergy_Loewe=-11.2, Synergy_HSA=0.292.